Dataset: hERG Central: cardiac toxicity at 1µM, 10µM, and general inhibition. Task: Predict hERG channel inhibition at various concentrations. The drug is CNc1cc(NS(=O)(=O)c2ccc(N)cc2)nc(NC)n1.Cl. Results: hERG_inhib (hERG inhibition (general)): blocker.